Dataset: Reaction yield outcomes from USPTO patents with 853,638 reactions. Task: Predict the reaction yield, written as a fraction of the theoretical maximum amount of product (1.0 means a 100% yield; for example, 0.34 means a 34% yield). (1) The yield is 0.990. The catalyst is C1(C)C(C)=CC=CC=1. The product is [CH3:18][C:2]1[CH:7]=[CH:6][C:5]([C:8]2[CH:13]=[CH:14][CH:9]=[CH:10][CH:11]=2)=[CH:4][CH:3]=1. The reactants are Br[C:2]1[CH:7]=[CH:6][C:5]([CH3:8])=[CH:4][CH:3]=1.[C:9]1(B(O)O)[CH:14]=[CH:13]C=[CH:11][CH:10]=1.[C:18](=O)([O-])[O-].[K+].[K+]. (2) The reactants are [CH3:1][C:2]1(C)OC(=O)[CH:5]([C:9](=[O:20])[CH2:10][C:11]2[CH:16]=[C:15]([F:17])[C:14]([F:18])=[CH:13][C:12]=2[F:19])[C:4](=[O:21])[O:3]1. The catalyst is C(O)C. The product is [CH2:2]([O:3][C:4](=[O:21])[CH2:5][C:9](=[O:20])[CH2:10][C:11]1[CH:16]=[C:15]([F:17])[C:14]([F:18])=[CH:13][C:12]=1[F:19])[CH3:1]. The yield is 0.880. (3) The reactants are [C:1](Cl)(=[O:8])[C:2]1[CH:7]=[CH:6][CH:5]=[CH:4][CH:3]=1.[NH2:10][C:11](=[N:17]O)[C:12]([O:14][CH2:15][CH3:16])=[O:13].C(N(CC)C(C)C)(C)C.O. The catalyst is ClCCl. The product is [C:2]1([C:1]2[O:8][N:17]=[C:11]([C:12]([O:14][CH2:15][CH3:16])=[O:13])[N:10]=2)[CH:7]=[CH:6][CH:5]=[CH:4][CH:3]=1. The yield is 0.600. (4) The reactants are [CH3:1][O:2][C:3]1[CH:12]=[C:11]2[C:6]([CH:7]=[CH:8][CH:9]=[C:10]2[OH:13])=[CH:5][CH:4]=1.[S:14](O[S:14]([C:17]([F:20])([F:19])[F:18])(=[O:16])=[O:15])([C:17]([F:20])([F:19])[F:18])(=[O:16])=[O:15].C(C1C=C(C)C=C(C(C)(C)C)N=1)(C)(C)C. The catalyst is ClCCl. The product is [F:18][C:17]([F:20])([F:19])[S:14]([O:13][C:10]1[C:11]2[C:6](=[CH:5][CH:4]=[C:3]([O:2][CH3:1])[CH:12]=2)[CH:7]=[CH:8][CH:9]=1)(=[O:16])=[O:15]. The yield is 0.910.